This data is from Catalyst prediction with 721,799 reactions and 888 catalyst types from USPTO. The task is: Predict which catalyst facilitates the given reaction. Reactant: [C:1](Cl)(=O)[C:2]([Cl:4])=[O:3].[CH3:7][C:8]1C=[CH:15][C:14]([N+:17]([O-:19])=[O:18])=[CH:13][C:9]=1C(O)=O. Product: [CH3:7][C:8]1[CH:9]=[CH:13][C:14]([N+:17]([O-:19])=[O:18])=[CH:15][C:1]=1[C:2]([Cl:4])=[O:3]. The catalyst class is: 85.